This data is from Blood-brain barrier permeability regression values from the B3DB database. The task is: Regression/Classification. Given a drug SMILES string, predict its absorption, distribution, metabolism, or excretion properties. Task type varies by dataset: regression for continuous measurements (e.g., permeability, clearance, half-life) or binary classification for categorical outcomes (e.g., BBB penetration, CYP inhibition). For this dataset (b3db_regression), we predict Y. (1) The compound is C1CCC(CC1)(CC(=O)O)CN. The Y is -0.190 log(BB ratio). (2) The compound is CC1CC2=C(CCC(=O)C2)C3C1C4CCC(C4(CC3)C)(C#C)O. The Y is 0.400 log(BB ratio). (3) The molecule is CC1=NC(=NO1)NC(=O)C2C3=CC=CC=C3OC4=CC=CC=C24. The Y is -0.400 log(BB ratio). (4) The compound is C(C(F)(F)F)(OC(F)F)Cl. The Y is 0.420 log(BB ratio). (5) The molecule is CCCC(=O)NC1=CC(=C(C=C1)OCC(CNC(C)C)O)C(=O)C. The Y is -0.150 log(BB ratio). (6) The drug is C1=CC(=C(C=C1C(=O)NC2=CN=C(C=C2)Cl)F)F. The Y is 0.440 log(BB ratio). (7) The molecule is CCC[C@H](C)CC. The Y is 0.900 log(BB ratio).